Dataset: Reaction yield outcomes from USPTO patents with 853,638 reactions. Task: Predict the reaction yield, written as a fraction of the theoretical maximum amount of product (1.0 means a 100% yield; for example, 0.34 means a 34% yield). (1) The yield is 0.697. The product is [CH3:1][O:2][C:3]1[C:8]([O:9][CH3:10])=[CH:7][CH:6]=[CH:5][C:4]=1[CH:11]([CH:13]1[CH2:14][CH2:15][N:16]([CH2:19][CH2:20][C:21]2[CH:26]=[CH:25][C:24]([F:27])=[CH:23][CH:22]=2)[CH2:17][CH2:18]1)[OH:12]. The catalyst is C(COC)OC. The reactants are [CH3:1][O:2][C:3]1[C:8]([O:9][CH3:10])=[CH:7][CH:6]=[CH:5][C:4]=1[C@H:11]([CH:13]1[CH2:18][CH2:17][N:16]([CH2:19][CH2:20][C:21]2[CH:26]=[CH:25][C:24]([F:27])=[CH:23][CH:22]=2)[CH2:15][CH2:14]1)[OH:12].O.Cl.[OH-].[Na+]. (2) The reactants are C(OC([N:8]1[CH2:12][CH2:11][C@H:10]([CH:13]([O:18][C:19]2[C:20]([CH3:26])=[N:21][C:22]([Cl:25])=[CH:23][CH:24]=2)[CH2:14][CH:15]2[CH2:17][CH2:16]2)[CH2:9]1)=O)(C)(C)C.COC1C=CC=CC=1.FC(F)(F)C(O)=O. The catalyst is ClCCl. The product is [Cl:25][C:22]1[N:21]=[C:20]([CH3:26])[C:19]([O:18][CH:13]([C@H:10]2[CH2:11][CH2:12][NH:8][CH2:9]2)[CH2:14][CH:15]2[CH2:16][CH2:17]2)=[CH:24][CH:23]=1. The yield is 0.960. (3) The reactants are Cl[CH2:2][CH2:3][NH:4][C:5]1[CH:9]=[CH:8][NH:7][N:6]=1.[CH3:10][NH:11][CH3:12]. The catalyst is CO. The product is [CH3:10][N:11]([CH3:12])[CH2:2][CH2:3][NH:4][C:5]1[CH:9]=[CH:8][NH:7][N:6]=1. The yield is 1.00.